Dataset: Full USPTO retrosynthesis dataset with 1.9M reactions from patents (1976-2016). Task: Predict the reactants needed to synthesize the given product. (1) Given the product [CH2:2]([C:12]1[CH:11]=[CH:10][C:8]([NH2:9])=[C:7]([F:6])[CH:13]=1)[CH2:3][CH2:4][CH3:5], predict the reactants needed to synthesize it. The reactants are: [Li][CH2:2][CH2:3][CH2:4][CH3:5].[F:6][C:7]1[CH:13]=[C:12](I)[CH:11]=[CH:10][C:8]=1[NH2:9]. (2) Given the product [CH2:1]([O:3][CH2:4][CH2:5][N:6]1[C:14]2[C:13]([NH:15][C:16]3[CH:21]=[CH:20][CH:19]=[C:18]([CH2:22][CH3:23])[N:17]=3)=[N:12][C:11]([N:24]([CH2:26][CH3:27])[CH3:25])=[N:10][C:9]=2[C:8]([C:28]([OH:30])=[O:29])=[N:7]1)[CH3:2], predict the reactants needed to synthesize it. The reactants are: [CH2:1]([O:3][CH2:4][CH2:5][N:6]1[C:14]2[C:13]([NH:15][C:16]3[CH:21]=[CH:20][CH:19]=[C:18]([CH2:22][CH3:23])[N:17]=3)=[N:12][C:11]([N:24]([CH2:26][CH3:27])[CH3:25])=[N:10][C:9]=2[C:8]([C:28]([O:30]C)=[O:29])=[N:7]1)[CH3:2].[OH-].[Na+].C(O)(=O)CC(CC(O)=O)(C(O)=O)O. (3) Given the product [F:33][C:21]1([F:20])[O:25][C:24]2[CH:26]=[CH:27][CH:28]=[C:29]([C:30](/[N:12]=[C:6]3\[S:7][C:8]([CH3:11])=[C:9]([CH3:10])[N:5]\3[CH2:4][CH2:3][O:2][CH3:1])=[O:31])[C:23]=2[O:22]1, predict the reactants needed to synthesize it. The reactants are: [CH3:1][O:2][CH2:3][CH2:4][N:5]1[C:9]([CH3:10])=[C:8]([CH3:11])[S:7][C:6]1=[NH:12].CCN(CC)CC.[F:20][C:21]1([F:33])[O:25][C:24]2[CH:26]=[CH:27][CH:28]=[C:29]([C:30](Cl)=[O:31])[C:23]=2[O:22]1. (4) Given the product [Cl:1][C:2]1[CH:7]=[CH:6][CH:5]=[CH:4][C:3]=1[C@H:8]([O:10][C:11]1[CH:15]=[C:14]([N:16]2[C:20]3[CH:21]=[C:22]([O:25][CH:26]4[CH2:31][CH2:30][N:29]([CH3:36])[CH2:28][CH2:27]4)[CH:23]=[CH:24][C:19]=3[N:18]=[CH:17]2)[S:13][C:12]=1[C:32]([O:34][CH3:35])=[O:33])[CH3:9], predict the reactants needed to synthesize it. The reactants are: [Cl:1][C:2]1[CH:7]=[CH:6][CH:5]=[CH:4][C:3]=1[C@H:8]([O:10][C:11]1[CH:15]=[C:14]([N:16]2[C:20]3[CH:21]=[C:22]([O:25][CH:26]4[CH2:31][CH2:30][NH:29][CH2:28][CH2:27]4)[CH:23]=[CH:24][C:19]=3[N:18]=[CH:17]2)[S:13][C:12]=1[C:32]([O:34][CH3:35])=[O:33])[CH3:9].[C:36](O)(=O)C.C(O[BH-](OC(=O)C)OC(=O)C)(=O)C.[Na+].C([O-])(O)=O.[Na+]. (5) Given the product [NH2:19][C:5]1[CH:4]=[C:3]([O:2][CH3:1])[C:10]([O:11][CH2:12][CH2:13][O:14][CH2:15][CH2:16][O:17][CH3:18])=[CH:9][C:6]=1[CH:7]=[O:8], predict the reactants needed to synthesize it. The reactants are: [CH3:1][O:2][C:3]1[C:10]([O:11][CH2:12][CH2:13][O:14][CH2:15][CH2:16][O:17][CH3:18])=[CH:9][C:6]([CH:7]=[O:8])=[C:5]([N+:19]([O-])=O)[CH:4]=1. (6) Given the product [CH3:19][O:18][CH:12]1[C:11]2[C:10]3[CH2:20][CH2:21][NH:6][CH2:7][CH2:8][C:9]=3[CH:17]=[CH:16][C:15]=2[CH2:14][CH2:13]1, predict the reactants needed to synthesize it. The reactants are: C(OC([N:6]1[CH2:21][CH2:20][C:10]2[C:11]3[CH:12]([O:18][CH3:19])[CH2:13][CH2:14][C:15]=3[CH:16]=[CH:17][C:9]=2[CH2:8][CH2:7]1)=O)C.[OH-].[K+].O.Cl. (7) Given the product [C:1]([O:5][C:6](=[O:21])[NH:7][C@@H:8]1[C:14](=[O:15])[N:13]([CH3:22])[C:12]2[CH:16]=[C:17]([F:20])[CH:18]=[CH:19][C:11]=2[O:10][CH2:9]1)([CH3:4])([CH3:2])[CH3:3], predict the reactants needed to synthesize it. The reactants are: [C:1]([O:5][C:6](=[O:21])[NH:7][C@@H:8]1[C:14](=[O:15])[NH:13][C:12]2[CH:16]=[C:17]([F:20])[CH:18]=[CH:19][C:11]=2[O:10][CH2:9]1)([CH3:4])([CH3:3])[CH3:2].[CH3:22][Si]([N-][Si](C)(C)C)(C)C.[Li+].CI.